Dataset: Reaction yield outcomes from USPTO patents with 853,638 reactions. Task: Predict the reaction yield, written as a fraction of the theoretical maximum amount of product (1.0 means a 100% yield; for example, 0.34 means a 34% yield). (1) The reactants are [F:1][C:2]1[CH:3]=[C:4]([N:17]2[CH2:21][C@H:20]([CH2:22][NH:23][C:24](=[O:26])[CH3:25])[O:19][C:18]2=[O:27])[CH:5]=[CH:6][C:7]=1[N:8]1[CH2:13][CH2:12][C:11](=O)[C:10]([CH3:16])([CH3:15])[CH2:9]1.[C-:28]#[N:29].[Na+].[F:31][C:32]1[C:38]([F:39])=[C:37]([F:40])[CH:36]=[CH:35][C:33]=1[NH2:34]. No catalyst specified. The product is [F:31][C:32]1[C:38]([F:39])=[C:37]([F:40])[CH:36]=[CH:35][C:33]=1[NH:34][C:11]1([C:28]#[N:29])[CH2:12][CH2:13][N:8]([C:7]2[CH:6]=[CH:5][C:4]([N:17]3[CH2:21][C@H:20]([CH2:22][NH:23][C:24](=[O:26])[CH3:25])[O:19][C:18]3=[O:27])=[CH:3][C:2]=2[F:1])[CH2:9][C:10]1([CH3:16])[CH3:15]. The yield is 0.500. (2) The reactants are [C:1]([O:5][C:6]([N:8]1[CH2:13][CH2:12][CH:11]([OH:14])[CH2:10][CH2:9]1)=[O:7])([CH3:4])([CH3:3])[CH3:2].[H-].[Na+].Cl[C:18]1[C:19]2[O:26][N:25]=[C:24]([C:27]3[CH:32]=[CH:31][C:30]([S:33]([CH3:36])(=[O:35])=[O:34])=[CH:29][CH:28]=3)[C:20]=2[N:21]=[CH:22][N:23]=1. The catalyst is C1COCC1. The product is [C:1]([O:5][C:6]([N:8]1[CH2:13][CH2:12][CH:11]([O:14][C:18]2[C:19]3[O:26][N:25]=[C:24]([C:27]4[CH:28]=[CH:29][C:30]([S:33]([CH3:36])(=[O:34])=[O:35])=[CH:31][CH:32]=4)[C:20]=3[N:21]=[CH:22][N:23]=2)[CH2:10][CH2:9]1)=[O:7])([CH3:4])([CH3:2])[CH3:3]. The yield is 0.610.